Dataset: Experimentally validated miRNA-target interactions with 360,000+ pairs, plus equal number of negative samples. Task: Binary Classification. Given a miRNA mature sequence and a target amino acid sequence, predict their likelihood of interaction. (1) The miRNA is hsa-miR-3191-3p with sequence UGGGGACGUAGCUGGCCAGACAG. The protein sequence of the target gene is MPGANYRAGAGAGAGARRPRGARDREEDGGGLEPAAVARDLLRGTSNMSFEELLELQSQVGTKTYKQLVAGNSPKKQASRPPIQNACVADKHRPLEMSAKIRVPFLRQVVPISKKVARDPRFDDLSGEYNPEVFDKTYQFLNDIRAKEKELVKKQLKKHLSGEEHEKLQQLLQRMEQQEMAQQERKQQQELHLALKQERRAQAQQGHRPYFLKKSEQRQLALAEKFKELKRSKKLENFLSRKRRRNAGKDRRHLPLSKE. Result: 0 (no interaction). (2) The miRNA is hsa-miR-3615 with sequence UCUCUCGGCUCCUCGCGGCUC. The protein sequence of the target gene is MTEALQWARYHWRRLIRGATRDDDSGPYNYSSLLACGRKSSQTPKLSGRHRIVVPHIQPFKDEYEKFSGAYVNNRIRTTKYTLLNFVPRNLFEQFHRAANLYFLFLVVLNWVPLVEAFQKEITMLPLVVVLTIIAIKDGLEDYRKYKIDKQINNLITKVYSRKEKKYIDRCWKDVTVGDFIRLSCNEVIPADMVLLFSTDPDGICHIETSGLDGESNLKQRQVVRGYAEQDSEVDPEKFSSRIECESPNNDLSRFRGFLEHSNKERVGLSKENLLLRGCTIRNTEAVVGIVVYAGHETKA.... Result: 0 (no interaction). (3) The protein sequence of the target gene is METLSQDSLLECQICFNYYSPRRRPKLLDCKHTCCSVCLQQMRTSQKDVRCPWCRGITKLPPGFSVSQLPDDPEVLAVIAIPHTSEHTPVFIKLPSNGCYMLPLPISKERTLLPGDMGCRLLPGSQQKSLTVVTIPAEQQPLQGGAPPEAVEEEPDRRGVVKSSTWSGVCTVILVACVLVFLLGIVLHNMSCISKRFTVISCG. The miRNA is mmu-miR-6913-3p with sequence UCUCUACUGAUUUGUCUCCUCAG. Result: 0 (no interaction). (4) The miRNA is rno-miR-130a-3p with sequence CAGUGCAAUGUUAAAAGGGCAU. The protein sequence of the target gene is MGNQMSVPLRPGDQEHDPGADTCKVTSDNECVQNGNPVVLSTRVIQHYEEVDLGISSSKDNVATSSPKTMEAQAVGDASGKNLGKEAKTKAPAARSHFFLTLSRPVPGRPGDQGTDSSAASGRFDVSPSAAPENKDPSEHGALPVAAAPGQAPDKTPGCPEAKQQTLPATGPLAPSPPESQAEAPAQDKDFGFLNRFFKLDKGRESAPVNSQPKEAKGSEDPEQATEAPAVPGNPHGVSAGEDIVDSEQRGQDVDTLSYSVPGDPEVPGTTKEDPQVVDTTENSSSIMSFFKTLVSPNKT.... Result: 0 (no interaction). (5) The protein sequence of the target gene is MAEHLELLAEMPMVGRMSTQERLKHAQKRRAQQVKMWAQAEKEAQGKKGPGERPRKEAASQGLLKQVLFPPSVVLLEAAARNDLEEVRQFLGSGVSPDLANEDGLTALHQCCIDDFREMVQQLLEAGANINACDSECWTPLHAAATCGHLHLVELLIASGANLLAVNTDGNMPYDLCDDEQTLDCLETAMADRGITQDSIEAARAVPELRMLDDIRSRLQAGADLHAPLDHGATLLHVAAANGFSEAAALLLEHRASLSAKDQDGWEPLHAAAYWGQVPLVELLVAHGADLNAKSLMDET.... Result: 0 (no interaction). The miRNA is hsa-miR-3680-3p with sequence UUUUGCAUGACCCUGGGAGUAGG. (6) The miRNA is mmu-miR-3076-5p with sequence CACAGGGGAAGCUCAGUGCCAGCC. The protein sequence of the target gene is MKEEAFLRRRFSLCPPSSTPQKVDPRKLTRNLLLSGDNELYPLSPGKDMEPNGPSLPRDEGPPTPSSATKVPPAEYRLCNGSDKECVSPTARVTKKETLKAQKENYRQEKKRATRQLLSALTDPSVVIMADSLKIRGTLKSWTKLWCVLKPGVLLIYKTPKVGQWVGTVLLHCCELIERPSKKDGFCFKLFHPLDQSVWAVKGPKGESVGSITQPLPSSYLIFRAASESDGRCWLDALELALRCSSLLRLGTCKPGRDGEPGTSPDASPSSLCGLPASATVHPDQDLFPLNGSSLENDAF.... Result: 0 (no interaction).